Dataset: Catalyst prediction with 721,799 reactions and 888 catalyst types from USPTO. Task: Predict which catalyst facilitates the given reaction. (1) Reactant: [CH:1]1([CH:7]([C:18]2[CH:22]=[C:21]([C:23]3[CH:28]=[CH:27][N:26]=[CH:25][CH:24]=3)[O:20][C:19]=2[CH3:29])[O:8][C:9]2[CH:17]=[CH:16][C:12]([C:13](O)=[O:14])=[CH:11][CH:10]=2)[CH2:6][CH2:5][CH2:4][CH2:3][CH2:2]1.[CH3:30][NH:31][CH2:32][CH2:33][C:34]([O:36]CC)=[O:35].Cl.C(N=C=NCCCN(C)C)C.O.OC1C2N=NNC=2C=CC=1. Product: [CH:1]1([CH:7]([C:18]2[CH:22]=[C:21]([C:23]3[CH:28]=[CH:27][N:26]=[CH:25][CH:24]=3)[O:20][C:19]=2[CH3:29])[O:8][C:9]2[CH:10]=[CH:11][C:12]([C:13]([N:31]([CH3:30])[CH2:32][CH2:33][C:34]([OH:36])=[O:35])=[O:14])=[CH:16][CH:17]=2)[CH2:6][CH2:5][CH2:4][CH2:3][CH2:2]1. The catalyst class is: 842. (2) Reactant: C([N+](CCCC)(CCCC)CCCC)CCC.[P:18]([O:22][CH2:23][C@@H:24]1[C@@H:28]([O:29][P:30]([O:33][CH2:34][C@@H:35]2[C@@H:39]([OH:40])[C@@H:38]([OH:41])[C@H:37]([N:42]3[CH:50]=[N:49][C:48]4[C:43]3=[N:44][CH:45]=[N:46][C:47]=4[NH2:51])[O:36]2)([OH:32])=[O:31])[CH2:27][C@H:26]([N:52]2[CH:57]=[CH:56][C:55]([NH2:58])=[N:54][C:53]2=[O:59])[O:25]1)([OH:21])([OH:20])=[O:19].[CH2:60]([O:67][C:68]([NH:70][CH2:71][CH2:72][CH2:73][CH2:74][C@H:75]([NH:82][C:83]([O:85][C:86]([CH3:89])([CH3:88])[CH3:87])=[O:84])[C:76](OCC#N)=[O:77])=[O:69])[C:61]1[CH:66]=[CH:65][CH:64]=[CH:63][CH:62]=1. Product: [CH2:60]([O:67][C:68]([NH:70][CH2:71][CH2:72][CH2:73][CH2:74][C@@H:75]([NH:82][C:83]([O:85][C:86]([CH3:89])([CH3:88])[CH3:87])=[O:84])[C:76]([O:40][C@H:39]1[C@@H:38]([OH:41])[C@H:37]([N:42]2[CH:50]=[N:49][C:48]3[C:43]2=[N:44][CH:45]=[N:46][C:47]=3[NH2:51])[O:36][C@H:35]1[CH2:34][O:33][P:30]([O:29][C@H:28]1[CH2:27][C@H:26]([N:52]2[CH:57]=[CH:56][C:55]([NH2:58])=[N:54][C:53]2=[O:59])[O:25][C@@H:24]1[CH2:23][O:22][P:18]([OH:21])([OH:20])=[O:19])([OH:32])=[O:31])=[O:77])=[O:69])[C:61]1[CH:62]=[CH:63][CH:64]=[CH:65][CH:66]=1. The catalyst class is: 132.